Dataset: Full USPTO retrosynthesis dataset with 1.9M reactions from patents (1976-2016). Task: Predict the reactants needed to synthesize the given product. (1) Given the product [F:15][C:4]([F:14])([F:3])[C:5]1[N:10]=[CH:9][C:8]([C:11]2([C:12]#[N:13])[CH2:19][CH2:18][CH2:17]2)=[CH:7][CH:6]=1, predict the reactants needed to synthesize it. The reactants are: [H-].[Na+].[F:3][C:4]([F:15])([F:14])[C:5]1[N:10]=[CH:9][C:8]([CH2:11][C:12]#[N:13])=[CH:7][CH:6]=1.Br[CH2:17][CH2:18][CH2:19]Br.O. (2) Given the product [CH:1]1([CH2:4][O:5][C:6]2[CH:7]=[C:8]3[C:17](=[CH:18][CH:19]=2)[CH:16]=[CH:15][C:14]2[CH:13]=[CH:12][C:11]([CH2:20][C:21]([CH3:25])([OH:22])[CH3:23])=[CH:10][C:9]3=2)[CH2:2][CH2:3]1, predict the reactants needed to synthesize it. The reactants are: [CH:1]1([CH2:4][O:5][C:6]2[CH:7]=[C:8]3[C:17](=[CH:18][CH:19]=2)[CH:16]=[CH:15][C:14]2[CH:13]=[CH:12][C:11]([CH2:20][C:21]([CH3:23])=[O:22])=[CH:10][C:9]3=2)[CH2:3][CH2:2]1.Cl[C:25]1C=C2C(=CC=1)C1N(COCC[Si](C)(C)C)C(C3C(C#N)=CC=CC=3C#N)=NC=1C1C=CC(CC(=O)C)=CC2=1. (3) Given the product [I:1][C:2]1[CH:3]=[CH:4][C:5]2[CH2:11][N:10]([C:14]([O:16][C:17]([CH3:20])([CH3:19])[CH3:18])=[O:13])[CH2:9][CH2:8][CH2:7][C:6]=2[CH:12]=1, predict the reactants needed to synthesize it. The reactants are: [I:1][C:2]1[CH:3]=[CH:4][C:5]2[CH2:11][NH:10][CH2:9][CH2:8][CH2:7][C:6]=2[CH:12]=1.[O:13](C(OC(C)(C)C)=O)[C:14]([O:16][C:17]([CH3:20])([CH3:19])[CH3:18])=O.C(N(CC)CC)C. (4) Given the product [Cl:30][C:16]1[C:11]2[C:8]3[CH2:9][CH2:10][C:2]4([CH2:6][C:7]=3[S:18][C:12]=2[N:13]=[CH:14][N:15]=1)[O:3][CH2:4][CH2:5][O:1]4, predict the reactants needed to synthesize it. The reactants are: [O:1]1[CH2:5][CH2:4][O:3][C:2]21[CH2:10][CH2:9][C:8]1[C:11]3[C:16](O)=[N:15][CH:14]=[N:13][C:12]=3[S:18][C:7]=1[CH2:6]2.C(N(C(C)C)C(C)C)C.P(Cl)(Cl)([Cl:30])=O.C(=O)([O-])O.[Na+]. (5) Given the product [CH3:1][O:2][C:3]1[C:4]([CH3:25])=[C:5]([C:16]([O:23][CH3:24])=[C:17]([O:21][CH3:22])[C:18]=1[O:19][CH3:20])[CH2:6][C:7]1[C:8]([O:15][CH2:32][C:33]2[CH:38]=[CH:37][CH:36]=[CH:35][CH:34]=2)=[C:9]([CH:12]=[CH:13][CH:14]=1)[CH:10]=[O:11], predict the reactants needed to synthesize it. The reactants are: [CH3:1][O:2][C:3]1[C:4]([CH3:25])=[C:5]([C:16]([O:23][CH3:24])=[C:17]([O:21][CH3:22])[C:18]=1[O:19][CH3:20])[CH2:6][C:7]1[C:8]([OH:15])=[C:9]([CH:12]=[CH:13][CH:14]=1)[CH:10]=[O:11].C(=O)([O-])[O-].[Na+].[Na+].[CH2:32](Br)[C:33]1[CH:38]=[CH:37][CH:36]=[CH:35][CH:34]=1. (6) Given the product [Br:28][C:25]1[CH:26]=[CH:27][C:22]([S:21][CH2:20][C:19]([N:10]2[C:11]3[CH:18]=[CH:17][CH:16]=[CH:15][C:12]=3[CH2:13][N:14]3[C:5]([C:3]([NH:33][CH2:34][C:35]4[CH:40]=[CH:39][C:38]([OH:41])=[C:37]([O:42][CH3:43])[CH:36]=4)=[O:4])=[CH:6][CH:7]=[C:8]3[CH2:9]2)=[O:29])=[CH:23][CH:24]=1, predict the reactants needed to synthesize it. The reactants are: ClC(Cl)(Cl)[C:3]([C:5]1[N:14]2[C:8]([CH2:9][N:10]([C:19](=[O:29])[CH2:20][S:21][C:22]3[CH:27]=[CH:26][C:25]([Br:28])=[CH:24][CH:23]=3)[C:11]3[CH:18]=[CH:17][CH:16]=[CH:15][C:12]=3[CH2:13]2)=[CH:7][CH:6]=1)=[O:4].Cl.[NH2:33][CH2:34][C:35]1[CH:40]=[CH:39][C:38]([OH:41])=[C:37]([O:42][CH3:43])[CH:36]=1.C(N(CC)CC)C.